From a dataset of Catalyst prediction with 721,799 reactions and 888 catalyst types from USPTO. Predict which catalyst facilitates the given reaction. Reactant: [CH3:1][C:2]1[S:6][C:5]2[NH:7][C:8]3[CH:9]=[CH:10][CH:11]=[CH:12][C:13]=3[N:14]=[C:15]([N:16]3[CH2:21][CH2:20][N:19]([CH3:22])[CH2:18][CH2:17]3)[C:4]=2[CH:3]=1.[S:23](=[O:27])(=[O:26])([OH:25])[OH:24]. Product: [CH3:1][C:2]1[S:6][C:5]2[NH:7][C:8]3[CH:9]=[CH:10][CH:11]=[CH:12][C:13]=3[N:14]=[C:15]([N:16]3[CH2:17][CH2:18][N:19]([CH3:22])[CH2:20][CH2:21]3)[C:4]=2[CH:3]=1.[S:23]([O-:27])([OH:26])(=[O:25])=[O:24]. The catalyst class is: 21.